Dataset: Reaction yield outcomes from USPTO patents with 853,638 reactions. Task: Predict the reaction yield, written as a fraction of the theoretical maximum amount of product (1.0 means a 100% yield; for example, 0.34 means a 34% yield). (1) The reactants are [C:1]([OH:7])(=[O:6])[CH2:2][C:3]([OH:5])=[O:4].S(=O)(=O)(O)O.[CH2:13]([CH:15]1CCC(=O)CC1)[CH3:14]. The catalyst is C(OC(=O)C)(=O)C. The product is [CH3:14][C:13]1([CH3:15])[O:7][C:1](=[O:6])[CH2:2][C:3](=[O:5])[O:4]1. The yield is 0.851. (2) The reactants are Cl[C:2]1[N:7]=[C:6]([C:8]2[S:12][C:11]([CH3:13])=[N:10][C:9]=2[C:14]2[CH:15]=[C:16]([NH:20][C:21](=[O:30])[C:22]3[C:27]([F:28])=[CH:26][CH:25]=[CH:24][C:23]=3[F:29])[CH:17]=[CH:18][CH:19]=2)[CH:5]=[CH:4][N:3]=1.[N:31]1([CH2:36][C:37]2[CH:38]=[C:39]([NH2:43])[CH:40]=[CH:41][CH:42]=2)[CH2:35][CH2:34][CH2:33][CH2:32]1. The catalyst is CC(O)C.Cl. The product is [F:29][C:23]1[CH:24]=[CH:25][CH:26]=[C:27]([F:28])[C:22]=1[C:21]([NH:20][C:16]1[CH:17]=[CH:18][CH:19]=[C:14]([C:9]2[N:10]=[C:11]([CH3:13])[S:12][C:8]=2[C:6]2[CH:5]=[CH:4][N:3]=[C:2]([NH:43][C:39]3[CH:40]=[CH:41][CH:42]=[C:37]([CH2:36][N:31]4[CH2:32][CH2:33][CH2:34][CH2:35]4)[CH:38]=3)[N:7]=2)[CH:15]=1)=[O:30]. The yield is 0.250. (3) The reactants are Cl[CH2:2][CH2:3][NH:4][C:5]([NH:7][C:8]1[CH:13]=[CH:12][C:11]([C:14]#[C:15][C:16]2[N:17]([CH2:29][CH3:30])[C:18]3[C:23]([C:24]=2[C:25]#[N:26])=[CH:22][CH:21]=[C:20]([O:27][CH3:28])[CH:19]=3)=[CH:10][CH:9]=1)=[O:6].C([O-])([O-])=O.[K+].[K+].CN(C=O)C. The catalyst is CCOC(C)=O. The product is [CH2:29]([N:17]1[C:18]2[C:23](=[CH:22][CH:21]=[C:20]([O:27][CH3:28])[CH:19]=2)[C:24]([C:25]#[N:26])=[C:16]1[C:15]#[C:14][C:11]1[CH:12]=[CH:13][C:8]([N:7]2[CH2:2][CH2:3][NH:4][C:5]2=[O:6])=[CH:9][CH:10]=1)[CH3:30]. The yield is 0.940. (4) The reactants are [CH2:1]([O:3][C:4](=[O:19])[C:5]([C:10]([C:12]1[C:17](Cl)=[N:16][CH:15]=[CH:14][N:13]=1)=[O:11])=[CH:6][N:7]([CH3:9])C)[CH3:2].C(OC(C1C(=O)C2C(=CC=CN=2)N(CC2[CH:42]=[CH:41][CH:40]=[CH:39][C:38]=2[C:43]2[CH:48]=[CH:47][CH:46]=[CH:45][CH:44]=2)C=1)=O)C. No catalyst specified. The product is [CH2:1]([O:3][C:4]([C:5]1[C:10](=[O:11])[C:12]2[C:17]([N:7]([CH2:9][C:38]3([C:43]4[CH:44]=[CH:45][CH:46]=[CH:47][CH:48]=4)[CH2:39][CH2:40][CH2:41][CH2:42]3)[CH:6]=1)=[N:16][CH:15]=[CH:14][N:13]=2)=[O:19])[CH3:2]. The yield is 0.300. (5) The reactants are CC(=CC)C.[CH:6]([C:8]12[N:15]([C:16]([O:18][C:19]([CH3:22])([CH3:21])[CH3:20])=[O:17])[CH:12]([CH2:13][CH2:14]1)[CH2:11][O:10][CH2:9]2)=[O:7].CC(=CC)C.C1C[O:31]CC1.[O-]Cl=O.[Na+].Cl. The catalyst is O.C(O)(C)(C)C.C1COCC1. The product is [C:19]([O:18][C:16]([N:15]1[C:8]2([C:6]([OH:31])=[O:7])[CH2:14][CH2:13][CH:12]1[CH2:11][O:10][CH2:9]2)=[O:17])([CH3:22])([CH3:21])[CH3:20]. The yield is 0.510. (6) The reactants are [H-].[H-].[H-].[H-].[Li+].[Al+3].[CH2:7]([N:14]1[C@H:19]([C:20](OCC)=[O:21])[CH2:18][N:17]([S:25]([C:28]2[CH:33]=[CH:32][CH:31]=[CH:30][CH:29]=2)(=[O:27])=[O:26])[CH2:16][C@@H:15]1[C:34](OCC)=[O:35])[C:8]1[CH:13]=[CH:12][CH:11]=[CH:10][CH:9]=1.C([O-])([O-])=O.[Na+].[Na+]. The catalyst is C1COCC1. The product is [CH2:7]([N:14]1[CH:19]([CH2:20][OH:21])[CH2:18][N:17]([S:25]([C:28]2[CH:29]=[CH:30][CH:31]=[CH:32][CH:33]=2)(=[O:27])=[O:26])[CH2:16][CH:15]1[CH2:34][OH:35])[C:8]1[CH:9]=[CH:10][CH:11]=[CH:12][CH:13]=1. The yield is 0.800. (7) The reactants are [Si]([O:8][C:9]1[CH:10]=[C:11]([CH:17]=[C:18]([Br:20])[Br:19])[CH:12]=[CH:13][C:14]=1[O:15][CH3:16])(C(C)(C)C)(C)C.[F-].C([N+](CCCC)(CCCC)CCCC)CCC.O. The catalyst is C1COCC1. The product is [Br:19][C:18]([Br:20])=[CH:17][C:11]1[CH:12]=[CH:13][C:14]([O:15][CH3:16])=[C:9]([OH:8])[CH:10]=1. The yield is 0.880. (8) The reactants are C(OCC)(=O)C.C1(NC2CCCCC2)CCCCC1.[CH2:20]([O:27][CH2:28][CH2:29][CH2:30][CH2:31][C@@H:32]([NH:39][C:40]([O:42]C(C)(C)C)=O)[CH2:33][O:34][CH2:35]C(O)=O)[C:21]1[CH:26]=[CH:25][CH:24]=[CH:23][CH:22]=1.S(=O)(=O)(O)O. The catalyst is CC(C)=O. The product is [CH2:20]([O:27][CH2:28][CH2:29][CH2:30][CH2:31][C@H:32]1[NH:39][C:40](=[O:42])[CH2:35][O:34][CH2:33]1)[C:21]1[CH:26]=[CH:25][CH:24]=[CH:23][CH:22]=1. The yield is 0.924. (9) The reactants are [CH:1]1([CH2:6][CH:7]([C:11]2[CH:16]=[CH:15][C:14]([S:17]([CH3:20])(=[O:19])=[O:18])=[C:13]([C:21]([F:24])([F:23])[F:22])[CH:12]=2)[C:8](O)=[O:9])[CH2:5][CH2:4][CH2:3][CH2:2]1.C(Cl)(=O)C(Cl)=O.[NH:31]1[CH:38]=[CH:37][C:35]([NH2:36])=[N:34][C:32]1=[O:33].C(N(CC)C(C)C)(C)C. The catalyst is C(Cl)Cl.CN(C)C=O.O1CCCC1. The product is [CH:1]1([CH2:6][CH:7]([C:11]2[CH:16]=[CH:15][C:14]([S:17]([CH3:20])(=[O:19])=[O:18])=[C:13]([C:21]([F:24])([F:22])[F:23])[CH:12]=2)[C:8]([NH:36][C:35]2[NH:34][C:32](=[O:33])[N:31]=[CH:38][CH:37]=2)=[O:9])[CH2:2][CH2:3][CH2:4][CH2:5]1. The yield is 0.537.